This data is from Full USPTO retrosynthesis dataset with 1.9M reactions from patents (1976-2016). The task is: Predict the reactants needed to synthesize the given product. (1) The reactants are: CS(Cl)(=O)=O.[OH:6][CH2:7][C:8]1[S:12][CH:11]=[N:10][CH:9]=1.C(N(CC)C(C)C)(C)C.[CH3:22][N:23]([CH3:46])[CH2:24][CH2:25][O:26][C:27]1[CH:36]=[CH:35][CH:34]=[C:33]2[C:28]=1[C:29]([NH:37][C:38]1[CH:43]=[CH:42][C:41](O)=[C:40]([F:45])[CH:39]=1)=[N:30][CH:31]=[N:32]2.C(=O)([O-])[O-].[K+].[K+].C1OCCOCCOCCOCCOCCOC1. Given the product [CH3:22][N:23]([CH3:46])[CH2:24][CH2:25][O:26][C:27]1[CH:36]=[CH:35][CH:34]=[C:33]2[C:28]=1[C:29]([NH:37][C:38]1[CH:43]=[CH:42][C:41]([O:6][CH2:7][C:8]3[S:12][CH:11]=[N:10][CH:9]=3)=[C:40]([F:45])[CH:39]=1)=[N:30][CH:31]=[N:32]2, predict the reactants needed to synthesize it. (2) Given the product [F:1][C:2]1[CH:3]=[C:4]([CH:33]=[CH:34][CH:35]=1)[O:5][C:6]1[CH:11]=[CH:10][CH:9]=[CH:8][C:7]=1[C@:12]([C@@H:20]1[CH2:25][CH2:24][CH2:23][NH:22][CH2:21]1)([OH:19])[CH2:13][CH2:14][CH2:15][CH2:16][O:17][CH3:18], predict the reactants needed to synthesize it. The reactants are: [F:1][C:2]1[CH:3]=[C:4]([CH:33]=[CH:34][CH:35]=1)[O:5][C:6]1[CH:11]=[CH:10][CH:9]=[CH:8][C:7]=1[C:12]([C@@H:20]1[CH2:25][CH2:24][CH2:23][N:22](C(OC(C)(C)C)=O)[CH2:21]1)([OH:19])[CH2:13][CH2:14][CH2:15][CH2:16][O:17][CH3:18].Cl.[OH-].[Na+]. (3) Given the product [I:3][C:4]1[C:12]2[C:7](=[N:8][CH:9]=[C:10]([NH:13][CH:14]([CH3:16])[CH3:15])[N:11]=2)[N:6]([S:17]([C:20]2[CH:26]=[CH:25][C:23]([CH3:24])=[CH:22][CH:21]=2)(=[O:19])=[O:18])[CH:5]=1, predict the reactants needed to synthesize it. The reactants are: [H-].[Na+].[I:3][C:4]1[C:12]2[C:7](=[N:8][CH:9]=[C:10]([NH:13][CH:14]([CH3:16])[CH3:15])[N:11]=2)[NH:6][CH:5]=1.[S:17](Cl)([C:20]1[CH:26]=[CH:25][C:23]([CH3:24])=[CH:22][CH:21]=1)(=[O:19])=[O:18]. (4) Given the product [F:30][C:18]1[CH:19]=[C:20]([CH2:23][CH2:24][C:25]([O:27][CH2:28][CH3:29])=[O:26])[CH:21]=[CH:22][C:17]=1[O:16][CH2:15][C:14]1[CH:31]=[C:32]([O:34][C:35]2[CH:40]=[CH:39][CH:38]=[CH:37][CH:36]=2)[CH:33]=[C:12]([O:11][CH2:10][CH2:9][OH:8])[CH:13]=1, predict the reactants needed to synthesize it. The reactants are: [Si]([O:8][CH2:9][CH2:10][O:11][C:12]1[CH:13]=[C:14]([CH:31]=[C:32]([O:34][C:35]2[CH:40]=[CH:39][CH:38]=[CH:37][CH:36]=2)[CH:33]=1)[CH2:15][O:16][C:17]1[CH:22]=[CH:21][C:20]([CH2:23][CH2:24][C:25]([O:27][CH2:28][CH3:29])=[O:26])=[CH:19][C:18]=1[F:30])(C(C)(C)C)(C)C.C1COCC1.